The task is: Predict the reactants needed to synthesize the given product.. This data is from Full USPTO retrosynthesis dataset with 1.9M reactions from patents (1976-2016). (1) Given the product [Cl:1][C:2]1[N:7]=[C:6]([O:9][C:10]2[CH:37]=[CH:36][CH:35]=[CH:34][C:11]=2[CH2:12][NH:13][C:14]([NH:16][C:17]2[N:21]([C:22]3[CH:27]=[CH:26][C:25]([CH2:28][CH3:29])=[CH:24][CH:23]=3)[N:20]=[C:19]([C:30]([CH3:31])([CH3:33])[CH3:32])[CH:18]=2)=[O:15])[CH:5]=[CH:4][N:3]=1, predict the reactants needed to synthesize it. The reactants are: [Cl:1][C:2]1[N:7]=[C:6](Cl)[CH:5]=[CH:4][N:3]=1.[OH:9][C:10]1[CH:37]=[CH:36][CH:35]=[CH:34][C:11]=1[CH2:12][NH:13][C:14]([NH:16][C:17]1[N:21]([C:22]2[CH:27]=[CH:26][C:25]([CH2:28][CH3:29])=[CH:24][CH:23]=2)[N:20]=[C:19]([C:30]([CH3:33])([CH3:32])[CH3:31])[CH:18]=1)=[O:15].[OH-].[Na+].[Cl-].[NH4+]. (2) Given the product [Cl:23][C:4]1[C:5]([CH2:8][CH2:9][NH:10][C:11](=[O:22])[C:12]2[CH:17]=[CH:16][CH:15]=[CH:14][C:13]=2[C:18]([F:21])([F:20])[F:19])=[N:6][CH:7]=[C:2]([N:24]2[CH:28]=[CH:27][CH:26]=[N:25]2)[CH:3]=1, predict the reactants needed to synthesize it. The reactants are: Br[C:2]1[CH:3]=[C:4]([Cl:23])[C:5]([CH2:8][CH2:9][NH:10][C:11](=[O:22])[C:12]2[CH:17]=[CH:16][CH:15]=[CH:14][C:13]=2[C:18]([F:21])([F:20])[F:19])=[N:6][CH:7]=1.[NH:24]1[CH:28]=[CH:27][CH:26]=[N:25]1.C(=NO)C1C(=CC=CC=1)O. (3) The reactants are: Br[C:2]1[CH:3]=[CH:4][CH:5]=[C:6]2[C:10]=1[C:9](=[O:11])[CH:8]([CH3:12])[CH2:7]2.[C:13]1(B(O)O)[C:22]2[C:17](=[CH:18][CH:19]=[CH:20][CH:21]=2)[CH:16]=[CH:15][CH:14]=1.C(=O)([O-])[O-].[Na+].[Na+].O. Given the product [CH3:12][CH:8]1[CH2:7][C:6]2[C:10](=[C:2]([C:21]3[C:22]4[C:17](=[CH:16][CH:15]=[CH:14][CH:13]=4)[CH:18]=[CH:19][CH:20]=3)[CH:3]=[CH:4][CH:5]=2)[C:9]1=[O:11], predict the reactants needed to synthesize it. (4) Given the product [F:25][C:26]1[C:31]([O:23][C:22]([C:3]2[C:2]([F:1])=[C:20]([F:21])[C:6]3[N:7]([C:12]4[CH:17]=[CH:16][C:15]([I:18])=[CH:14][C:13]=4[CH3:19])[CH2:8][O:9][C:10](=[O:11])[C:5]=3[CH:4]=2)=[O:24])=[C:30]([F:39])[C:29]([F:40])=[C:28]([F:41])[C:27]=1[F:42], predict the reactants needed to synthesize it. The reactants are: [F:1][C:2]1[C:3]([C:22]([OH:24])=[O:23])=[CH:4][C:5]2[C:10](=[O:11])[O:9][CH2:8][N:7]([C:12]3[CH:17]=[CH:16][C:15]([I:18])=[CH:14][C:13]=3[CH3:19])[C:6]=2[C:20]=1[F:21].[F:25][C:26]1[C:31](OC(=O)C(F)(F)F)=[C:30]([F:39])[C:29]([F:40])=[C:28]([F:41])[C:27]=1[F:42].N1C=CC=CC=1. (5) Given the product [C:19]1([CH3:20])[CH:18]=[C:17]([CH3:21])[CH:16]=[C:15]([CH3:22])[C:14]=1[NH:7][C:5](=[O:6])[C:4]([NH:24][C:25]1[CH:30]=[CH:29][CH:28]=[CH:27][C:26]=1[OH:31])=[O:23], predict the reactants needed to synthesize it. The reactants are: C(O[C:4](=[O:23])[C:5]([N:7]([C:14]1[C:19]([CH3:20])=[CH:18][C:17]([CH3:21])=[CH:16][C:15]=1[CH3:22])C1C=CC=CC=1)=[O:6])C.[NH2:24][C:25]1[CH:30]=[CH:29][CH:28]=[CH:27][C:26]=1[OH:31].C(N(CC)CC)C. (6) Given the product [OH:30][C:21]1([C:19]#[C:20][C:9]2[CH:18]=[CH:17][CH:16]=[CH:15][C:10]=2[C:11]([O:13][CH3:14])=[O:12])[CH:26]([CH3:27])[CH2:25][CH2:24][CH2:23][C:22]1([CH3:28])[CH3:29], predict the reactants needed to synthesize it. The reactants are: C1(C)C=CC=CC=1.I[C:9]1[CH:18]=[CH:17][CH:16]=[CH:15][C:10]=1[C:11]([O:13][CH3:14])=[O:12].[C:19]([C:21]1([OH:30])[CH:26]([CH3:27])[CH2:25][CH2:24][CH2:23][C:22]1([CH3:29])[CH3:28])#[CH:20].C(NC(C)C)(C)C. (7) Given the product [CH:5]1([NH:4][CH2:3][CH2:2][OH:1])[CH2:12][CH2:11][CH2:10][CH2:9][CH2:8][CH2:7][CH2:6]1, predict the reactants needed to synthesize it. The reactants are: [OH:1][CH2:2][CH2:3][NH2:4].[CH:5]1(Br)[CH2:12][CH2:11][CH2:10][CH2:9][CH2:8][CH2:7][CH2:6]1. (8) Given the product [CH:30]1([O:29][C:4]2[C:5]3[C:10]([C:11]4[CH:20]=[CH:19][C:14]5[N:15]=[C:16]([CH3:18])[O:17][C:13]=5[CH:12]=4)=[CH:9][N:8]([CH2:21][O:22][CH2:23][CH2:24][Si:25]([CH3:28])([CH3:27])[CH3:26])[C:6]=3[N:7]=[C:2]([NH:35][C:36]3[CH:47]=[CH:46][C:39]([C:40]([NH:42][CH2:43][CH2:44][OH:45])=[O:41])=[CH:38][C:37]=3[O:48][CH3:49])[N:3]=2)[CH2:34][CH2:33][CH2:32][CH2:31]1, predict the reactants needed to synthesize it. The reactants are: Cl[C:2]1[N:3]=[C:4]([O:29][CH:30]2[CH2:34][CH2:33][CH2:32][CH2:31]2)[C:5]2[C:10]([C:11]3[CH:20]=[CH:19][C:14]4[N:15]=[C:16]([CH3:18])[O:17][C:13]=4[CH:12]=3)=[CH:9][N:8]([CH2:21][O:22][CH2:23][CH2:24][Si:25]([CH3:28])([CH3:27])[CH3:26])[C:6]=2[N:7]=1.[NH2:35][C:36]1[CH:47]=[CH:46][C:39]([C:40]([NH:42][CH2:43][CH2:44][OH:45])=[O:41])=[CH:38][C:37]=1[O:48][CH3:49].C(=O)([O-])[O-].[Cs+].[Cs+].C1(P(C2C=CC=CC=2)C2C=CC3C(=CC=CC=3)C=2C2C3C(=CC=CC=3)C=CC=2P(C2C=CC=CC=2)C2C=CC=CC=2)C=CC=CC=1. (9) Given the product [CH3:3][CH:2]([CH2:4][CH2:5][CH2:6][C@H:7]([C@@H:9]1[C@:26]2([CH3:27])[C@H:12]([C:13]3[CH2:14][CH2:15][C:16]4[C@:21]([C:23]=3[CH2:24][CH2:25]2)([CH3:22])[CH2:20][CH2:19][C:18](=[O:28])[CH:17]=4)[CH2:11][CH2:10]1)[CH3:8])[CH3:1], predict the reactants needed to synthesize it. The reactants are: [CH3:1][CH:2]([CH2:4][CH2:5][CH2:6][C@H:7]([C@@H:9]1[C@:26]2([CH3:27])[C@H:12]([C:13]3[CH2:14][CH:15]=[C:16]4[C@:21]([C:23]=3[CH2:24][CH2:25]2)([CH3:22])[CH2:20][CH2:19][C@H:18]([OH:28])[CH2:17]4)[CH2:11][CH2:10]1)[CH3:8])[CH3:3].CC(C)[O-].[Al+3].CC(C)[O-].CC(C)[O-].S(=O)(=O)(O)O. (10) Given the product [ClH:1].[N:30]1([CH:27]2[CH2:26][CH2:25][CH:24]([C:21]3[CH:22]=[CH:23][C:18]([N:15]4[CH2:14][CH2:13][C:12]5([CH2:35][CH2:36][NH:9][CH2:10][CH2:11]5)[C:16]4=[O:17])=[C:19]([F:34])[CH:20]=3)[CH2:29][CH2:28]2)[CH2:33][CH2:32][CH2:31]1, predict the reactants needed to synthesize it. The reactants are: [ClH:1].C(OC([N:9]1[CH2:36][CH2:35][C:12]2([C:16](=[O:17])[N:15]([C:18]3[CH:23]=[CH:22][C:21]([CH:24]4[CH2:29][CH2:28][CH:27]([N:30]5[CH2:33][CH2:32][CH2:31]5)[CH2:26][CH2:25]4)=[CH:20][C:19]=3[F:34])[CH2:14][CH2:13]2)[CH2:11][CH2:10]1)=O)(C)(C)C.